This data is from Full USPTO retrosynthesis dataset with 1.9M reactions from patents (1976-2016). The task is: Predict the reactants needed to synthesize the given product. Given the product [CH3:24][N:9]1[C:10]2[C:15](=[CH:14][C:13]([C:20]([F:23])([F:22])[F:21])=[CH:12][CH:11]=2)[C:16]([CH3:19])([CH3:18])[CH2:17][CH:8]1[C:4]1[CH:3]=[C:2]([NH:25][C:26]2([C:29]([OH:31])=[O:30])[CH2:28][CH2:27]2)[CH:7]=[CH:6][CH:5]=1, predict the reactants needed to synthesize it. The reactants are: Br[C:2]1[CH:3]=[C:4]([CH:8]2[CH2:17][C:16]([CH3:19])([CH3:18])[C:15]3[C:10](=[CH:11][CH:12]=[C:13]([C:20]([F:23])([F:22])[F:21])[CH:14]=3)[N:9]2[CH3:24])[CH:5]=[CH:6][CH:7]=1.[NH2:25][C:26]1([C:29]([OH:31])=[O:30])[CH2:28][CH2:27]1.C(=O)([O-])[O-].[K+].[K+].